Dataset: Reaction yield outcomes from USPTO patents with 853,638 reactions. Task: Predict the reaction yield, written as a fraction of the theoretical maximum amount of product (1.0 means a 100% yield; for example, 0.34 means a 34% yield). (1) The reactants are [C@H:1]1([NH:10][C:11]2[O:12][CH2:13][C:14]3[C:20]([N+:21]([O-])=O)=[CH:19][CH:18]=[CH:17][C:15]=3[N:16]=2)[C:9]2[C:4](=[CH:5][CH:6]=[CH:7][CH:8]=2)[CH2:3][CH2:2]1.[H][H]. The catalyst is O1CCCC1.[Ni]. The product is [C@H:1]1([NH:10][C:11]2[O:12][CH2:13][C:14]3[C:20]([NH2:21])=[CH:19][CH:18]=[CH:17][C:15]=3[N:16]=2)[C:9]2[C:4](=[CH:5][CH:6]=[CH:7][CH:8]=2)[CH2:3][CH2:2]1. The yield is 0.990. (2) The reactants are [Si]([O:18][C@H:19]1[CH2:24][CH2:23][C@@:22]([C@H:26]2[CH2:34][CH2:33][C@@:32]3([CH3:35])[C@@H:28]([CH2:29][CH2:30][C:31]3=[CH2:36])[C@@H:27]2[OH:37])([CH3:25])[C@@H:21]([CH2:38][CH2:39][O:40][C:41]2[CH:46]=[N:45][CH:44]=[CH:43][N:42]=2)[CH2:20]1)(C(C)(C)C)(C1C=CC=CC=1)C1C=CC=CC=1.CCCC[N+](CCCC)(CCCC)CCCC.[F-]. The catalyst is C1COCC1. The product is [OH:18][C@H:19]1[CH2:24][CH2:23][C@@:22]([C@H:26]2[CH2:34][CH2:33][C@@:32]3([CH3:35])[C@@H:28]([CH2:29][CH2:30][C:31]3=[CH2:36])[C@@H:27]2[OH:37])([CH3:25])[C@@H:21]([CH2:38][CH2:39][O:40][C:41]2[CH:46]=[N:45][CH:44]=[CH:43][N:42]=2)[CH2:20]1. The yield is 0.700. (3) The catalyst is CO.C(O)(C(F)(F)F)=O.[Pd]. The yield is 0.590. The product is [C:40]([O:39][C:37](=[O:38])[NH:24][CH:25]([CH2:26][C:27]1[CH:28]=[CH:29][C:30]([Cl:33])=[CH:31][CH:32]=1)[C:34]([N:8]1[CH2:13][CH2:12][N:11]([C:14]2[C:15]3[S:22][C:21]([CH3:23])=[CH:20][C:16]=3[N:17]=[CH:18][N:19]=2)[CH2:10][CH2:9]1)=[O:36])([CH3:43])([CH3:42])[CH3:41]. The reactants are C([N:8]1[CH2:13][CH2:12][N:11]([C:14]2[C:15]3[S:22][C:21]([CH3:23])=[CH:20][C:16]=3[N:17]=[CH:18][N:19]=2)[CH2:10][CH2:9]1)C1C=CC=CC=1.[NH:24]([C:37]([O:39][C:40]([CH3:43])([CH3:42])[CH3:41])=[O:38])[C@@H:25]([C:34]([OH:36])=O)[CH2:26][C:27]1[CH:32]=[CH:31][C:30]([Cl:33])=[CH:29][CH:28]=1.C1C=CC2N(O)N=NC=2C=1.CCN=C=NCCCN(C)C. (4) The reactants are [N:1]([CH2:4][C@@H:5]1[CH2:14][C:13]2[C:8](=[CH:9][CH:10]=[CH:11][CH:12]=2)[CH2:7][N:6]1[C:15]([C:17]1[CH:22]=[C:21]([C:23](=[O:47])[NH:24][S:25]([C:28]2[CH:37]=[CH:36][C:35]3[C:30](=[C:31]([O:38][CH2:39][CH2:40][N:41]4[CH2:46][CH2:45][O:44][CH2:43][CH2:42]4)[CH:32]=[CH:33][CH:34]=3)[CH:29]=2)(=[O:27])=[O:26])[CH:20]=[CH:19][C:18]=1[N:48]1[C:52]([CH3:53])=[C:51]([Cl:54])[C:50]([C:55]([N:57]([CH2:62][CH2:63][CH2:64][CH3:65])[CH2:58][CH2:59][CH2:60][CH3:61])=[O:56])=[N:49]1)=[O:16])=[N+]=[N-].C1C=CC(P(C2C=CC=CC=2)C2C=CC=CC=2)=CC=1.[OH-].[Na+].Cl. The catalyst is C1COCC1.O. The product is [NH2:1][CH2:4][C@@H:5]1[CH2:14][C:13]2[C:8](=[CH:9][CH:10]=[CH:11][CH:12]=2)[CH2:7][N:6]1[C:15]([C:17]1[CH:22]=[C:21]([C:23](=[O:47])[NH:24][S:25]([C:28]2[CH:37]=[CH:36][C:35]3[C:30](=[C:31]([O:38][CH2:39][CH2:40][N:41]4[CH2:42][CH2:43][O:44][CH2:45][CH2:46]4)[CH:32]=[CH:33][CH:34]=3)[CH:29]=2)(=[O:27])=[O:26])[CH:20]=[CH:19][C:18]=1[N:48]1[C:52]([CH3:53])=[C:51]([Cl:54])[C:50]([C:55]([N:57]([CH2:62][CH2:63][CH2:64][CH3:65])[CH2:58][CH2:59][CH2:60][CH3:61])=[O:56])=[N:49]1)=[O:16]. The yield is 0.720. (5) The reactants are C[O:2][C:3](=O)[C:4]1[CH:9]=[CH:8][C:7]([N:10]2[C:14]([NH:15][C:16]([NH:18][C:19]3[CH:24]=[CH:23][C:22]([O:25][C:26]4[CH:31]=[CH:30][N:29]=[C:28]([CH3:32])[CH:27]=4)=[CH:21][C:20]=3[F:33])=[O:17])=[CH:13][C:12]([C:34]([CH3:37])([CH3:36])[CH3:35])=[N:11]2)=[CH:6][CH:5]=1.[H-].[Al+3].[Li+].[H-].[H-].[H-].O. The yield is 0.900. The product is [C:34]([C:12]1[CH:13]=[C:14]([NH:15][C:16]([NH:18][C:19]2[CH:24]=[CH:23][C:22]([O:25][C:26]3[CH:31]=[CH:30][N:29]=[C:28]([CH3:32])[CH:27]=3)=[CH:21][C:20]=2[F:33])=[O:17])[N:10]([C:7]2[CH:8]=[CH:9][C:4]([CH2:3][OH:2])=[CH:5][CH:6]=2)[N:11]=1)([CH3:37])([CH3:36])[CH3:35]. The catalyst is C1COCC1. (6) The reactants are [CH2:1]([C:8]1[CH2:12][CH2:11][C:10](=[O:13])[CH:9]=1)[C:2]1[CH:7]=[CH:6][CH:5]=[CH:4][CH:3]=1.[H-].[Al+3].[Li+].[H-].[H-].[H-].C([O-])([O-])=O.[K+].[K+]. The catalyst is CCOCC. The product is [CH2:1]([C:8]1[CH2:12][CH2:11][CH:10]([OH:13])[CH:9]=1)[C:2]1[CH:7]=[CH:6][CH:5]=[CH:4][CH:3]=1. The yield is 0.940. (7) The reactants are [H-].[Na+].[Cl:3][C:4]1[N:13]=[CH:12][C:11]2[NH:10][CH2:9][C@@H:8]3[CH2:14][O:15][CH2:16][CH2:17][N:7]3[C:6]=2[N:5]=1.Br[CH2:19][C:20]([O:22][C:23]([CH3:26])([CH3:25])[CH3:24])=[O:21].O. The catalyst is CN(C=O)C. The product is [Cl:3][C:4]1[N:13]=[CH:12][C:11]2[N:10]([CH2:19][C:20]([O:22][C:23]([CH3:26])([CH3:25])[CH3:24])=[O:21])[CH2:9][C@@H:8]3[CH2:14][O:15][CH2:16][CH2:17][N:7]3[C:6]=2[N:5]=1. The yield is 0.672. (8) The reactants are [Cl:1][C:2]1[CH:3]=[C:4]([NH2:26])[C:5]([NH:9][CH:10]2[CH2:15][CH2:14][N:13]([C@H:16]3[CH2:21][CH2:20][C@H:19]([O:22][CH2:23][CH2:24][CH3:25])[CH2:18][CH2:17]3)[CH2:12][CH2:11]2)=[CH:6][C:7]=1[CH3:8].C(N(C(C)C)CC)(C)C.Cl[C:37](Cl)([O:39]C(=O)OC(Cl)(Cl)Cl)Cl.C([O-])(O)=O.[Na+]. The catalyst is ClCCl.O. The product is [ClH:1].[Cl:1][C:2]1[C:7]([CH3:8])=[CH:6][C:5]2[N:9]([CH:10]3[CH2:15][CH2:14][N:13]([C@H:16]4[CH2:21][CH2:20][C@H:19]([O:22][CH2:23][CH2:24][CH3:25])[CH2:18][CH2:17]4)[CH2:12][CH2:11]3)[C:37](=[O:39])[NH:26][C:4]=2[CH:3]=1. The yield is 0.680.